From a dataset of Catalyst prediction with 721,799 reactions and 888 catalyst types from USPTO. Predict which catalyst facilitates the given reaction. (1) Reactant: [CH3:1][N:2]([CH3:14])[C:3]1[CH:4]=[C:5]2[C:10](=[CH:11][CH:12]=1)[C:9](=[O:13])[NH:8][CH:7]=[CH:6]2.C(=O)([O-])[O-].[K+].[K+].[Br:21][C:22]1[CH:27]=[CH:26][CH:25]=[C:24](Br)[C:23]=1[CH3:29]. Product: [Br:21][C:22]1[C:23]([CH3:29])=[C:24]([N:8]2[CH:7]=[CH:6][C:5]3[C:10](=[CH:11][CH:12]=[C:3]([N:2]([CH3:14])[CH3:1])[CH:4]=3)[C:9]2=[O:13])[CH:25]=[CH:26][CH:27]=1. The catalyst class is: 16. (2) Reactant: [C:1]([OH:9])(=O)[C:2]1[CH:7]=[CH:6][N:5]=[CH:4][CH:3]=1.C(N(CC)CC)C.ClC(OCC)=O.[C:23]([NH2:27])([CH3:26])([CH3:25])[CH3:24]. Product: [C:23]([NH:27][C:1](=[O:9])[C:2]1[CH:3]=[CH:4][N:5]=[CH:6][CH:7]=1)([CH3:26])([CH3:25])[CH3:24]. The catalyst class is: 229. (3) Reactant: [NH2:1][C:2]([NH2:4])=[O:3].C(Cl)(Cl)=O.ClC(Cl)(OC(=O)OC(Cl)(Cl)Cl)Cl.C(N1C=CN=C1)(N1C=CN=C1)=O.C(=O)(OC1C=CC=CC=1)N.N[CH2:44][CH2:45][N:46]1[C:55]2[C:50](=[CH:51][CH:52]=[C:53]([NH:56][CH2:57][C:58]3[CH:63]=[CH:62][CH:61]=[C:60]([C:64]([F:67])([F:66])[F:65])[CH:59]=3)[CH:54]=2)[N:49]=[C:48]([CH3:68])[C:47]1=[O:69].CN1CCOCC1. Product: [CH3:68][C:48]1[C:47](=[O:69])[N:46]([CH2:45][CH2:44][NH:1][C:2]([NH2:4])=[O:3])[C:55]2[C:50]([N:49]=1)=[CH:51][CH:52]=[C:53]([NH:56][CH2:57][C:58]1[CH:63]=[CH:62][CH:61]=[C:60]([C:64]([F:67])([F:66])[F:65])[CH:59]=1)[CH:54]=2. The catalyst class is: 1. (4) Reactant: [CH3:1][O:2][C:3]1[CH:8]=[CH:7][C:6]([C:9]2[CH:14]=[CH:13][C:12]([S:15]([N:18]([C@H:20]([CH:25]3[CH2:30][CH2:29][C:28](=[O:31])[CH2:27][CH2:26]3)[C:21]([O:23]C)=[O:22])[CH3:19])(=[O:17])=[O:16])=[CH:11][CH:10]=2)=[CH:5][CH:4]=1.[CH3:32][C:33]([CH3:35])=O.[OH:36]S(O)(=O)=O.O=[Cr](=O)=O. Product: [CH3:1][O:2][C:3]1[CH:8]=[CH:7][C:6]([C:9]2[CH:10]=[CH:11][C:12]([S:15]([N:18]([C@H:20]([CH:25]3[CH2:26][CH2:27][C:28]4([O:31][CH2:35][CH2:33][CH2:32][O:36]4)[CH2:29][CH2:30]3)[C:21]([OH:23])=[O:22])[CH3:19])(=[O:16])=[O:17])=[CH:13][CH:14]=2)=[CH:5][CH:4]=1. The catalyst class is: 21. (5) Reactant: [C:1]1([N:7]2[CH:11]=[C:10]([CH2:12]O)[CH:9]=[N:8]2)[CH:6]=[CH:5][CH:4]=[CH:3][CH:2]=1.S(Cl)([Cl:16])=O.C(=O)([O-])O.[Na+]. Product: [Cl:16][CH2:12][C:10]1[CH:9]=[N:8][N:7]([C:1]2[CH:6]=[CH:5][CH:4]=[CH:3][CH:2]=2)[CH:11]=1. The catalyst class is: 4.